The task is: Regression/Classification. Given a drug SMILES string, predict its absorption, distribution, metabolism, or excretion properties. Task type varies by dataset: regression for continuous measurements (e.g., permeability, clearance, half-life) or binary classification for categorical outcomes (e.g., BBB penetration, CYP inhibition). For this dataset (solubility_aqsoldb), we predict Y.. This data is from Aqueous solubility values for 9,982 compounds from the AqSolDB database. (1) The drug is Nc1cnc2ncncc2n1. The Y is -2.34 log mol/L. (2) The molecule is CCCCN(c1nc(NCCCN(CCN(CCCNc2nc(N(CCCC)C3CC(C)(C)N(C)C(C)(C)C3)nc(N(CCCC)C3CC(C)(C)N(C)C(C)(C)C3)n2)c2nc(N(CCCC)C3CC(C)(C)N(C)C(C)(C)C3)nc(N(CCCC)C3CC(C)(C)N(C)C(C)(C)C3)n2)c2nc(N(CCCC)C3CC(C)(C)N(C)C(C)(C)C3)nc(N(CCCC)C3CC(C)(C)N(C)C(C)(C)C3)n2)nc(N(CCCC)C2CC(C)(C)N(C)C(C)(C)C2)n1)C1CC(C)(C)N(C)C(C)(C)C1. The Y is -5.36 log mol/L. (3) The compound is CC[N+](CC)(CC)CC.O=C([O-])c1ccccc1. The Y is 0.583 log mol/L. (4) The compound is CC1CCCC(=O)C1. The Y is -1.87 log mol/L. (5) The molecule is O=C([O-])c1ccccc1.[Li+]. The Y is 0.391 log mol/L. (6) The molecule is CN1c2ccccc2Sc2ccc(CC(=O)O)cc21. The Y is -3.94 log mol/L.